This data is from Full USPTO retrosynthesis dataset with 1.9M reactions from patents (1976-2016). The task is: Predict the reactants needed to synthesize the given product. (1) The reactants are: [CH3:1][C:2]1[CH:3]=[C:4]2[C:12]3=[C:13]([O:15][CH2:16][CH:17]([C:18]4[CH:23]=[CH:22][CH:21]=[CH:20][CH:19]=4)[N:11]3[C:10]3[CH:9]=[CH:8][CH:7]=[C:6]([O:24][CH2:25][CH2:26][NH2:27])[C:5]2=3)[CH:14]=1.[C:28](OC(=O)C)(=[O:30])[CH3:29]. Given the product [CH3:1][C:2]1[CH:3]=[C:4]2[C:12]3=[C:13]([O:15][CH2:16][CH:17]([C:18]4[CH:23]=[CH:22][CH:21]=[CH:20][CH:19]=4)[N:11]3[C:10]3[CH:9]=[CH:8][CH:7]=[C:6]([O:24][CH2:25][CH2:26][NH:27][C:28](=[O:30])[CH3:29])[C:5]2=3)[CH:14]=1, predict the reactants needed to synthesize it. (2) Given the product [F:22][C:2]([F:1])([P:14](=[O:15])([OH:21])[OH:18])[C:3]1[C:4]([F:13])=[C:5]([F:12])[C:6]([F:11])=[C:7]([F:10])[C:8]=1[F:9], predict the reactants needed to synthesize it. The reactants are: [F:1][C:2]([F:22])([P:14](=[O:21])([O:18]CC)[O:15]CC)[C:3]1[C:8]([F:9])=[C:7]([F:10])[C:6]([F:11])=[C:5]([F:12])[C:4]=1[F:13].C[Si](Br)(C)C.CO. (3) The reactants are: [NH2:1][C:2]1[N:7]=[C:6]([OH:8])[N:5]=[C:4]([OH:9])[C:3]=1[CH2:10][C:11]1([CH2:16][CH3:17])OCCO1.C1COCC1.Cl.NC1N=CC=CN=1. Given the product [CH2:16]([C:11]1[NH:1][C:2]2[N:7]=[C:6]([OH:8])[N:5]=[C:4]([OH:9])[C:3]=2[CH:10]=1)[CH3:17], predict the reactants needed to synthesize it. (4) Given the product [Cl:1][C:2]1[C:3]([CH3:12])=[CH:4][C:5]([N+:9]([O-:11])=[O:10])=[C:6]2[C:8]=1[CH:14]=[CH:15][CH:17]=[N:7]2, predict the reactants needed to synthesize it. The reactants are: [Cl:1][C:2]1[C:3]([CH3:12])=[CH:4][C:5]([N+:9]([O-:11])=[O:10])=[C:6]([CH:8]=1)[NH2:7].O[CH2:14][CH:15]([CH2:17]O)O.[Na+].[N+](C1C=C(S([O-])(=O)=O)C=CC=1)([O-])=O.OS(O)(=O)=O.O. (5) Given the product [Br:26][C:27]1[CH:32]=[CH:31][CH:30]=[CH:29][C:28]=1[CH2:33][N:20]1[CH2:21][CH2:22][CH:17]([C:2]([CH3:1])([S:4]([C:7]2[CH:12]=[CH:11][CH:10]=[C:9]([C:13]([F:14])([F:16])[F:15])[CH:8]=2)(=[O:5])=[O:6])[CH3:3])[CH2:18][C:19]1=[O:23], predict the reactants needed to synthesize it. The reactants are: [CH3:1][C:2]([CH:17]1[CH2:22][CH2:21][NH:20][C:19](=[O:23])[CH2:18]1)([S:4]([C:7]1[CH:12]=[CH:11][CH:10]=[C:9]([C:13]([F:16])([F:15])[F:14])[CH:8]=1)(=[O:6])=[O:5])[CH3:3].[H-].[Na+].[Br:26][C:27]1[CH:32]=[CH:31][CH:30]=[CH:29][C:28]=1[CH2:33]Br. (6) Given the product [CH3:25][N:2]([CH3:1])[C:3]([CH2:5][CH2:6][C:7]1[C:8]([S:13]([C:16]2[CH:17]=[C:18]([CH:22]=[CH:23][CH:24]=2)[C:19]([OH:21])=[O:20])(=[O:15])=[O:14])=[C:9]([CH3:12])[NH:10][C:11]=1[CH:34]=[O:35])=[O:4], predict the reactants needed to synthesize it. The reactants are: [CH3:1][N:2]([CH3:25])[C:3]([CH2:5][CH2:6][C:7]1[C:8]([S:13]([C:16]2[CH:17]=[C:18]([CH:22]=[CH:23][CH:24]=2)[C:19]([OH:21])=[O:20])(=[O:15])=[O:14])=[C:9]([CH3:12])[NH:10][CH:11]=1)=[O:4].P(Cl)(Cl)(Cl)=O.CN([CH:34]=[O:35])C.